From a dataset of NCI-60 drug combinations with 297,098 pairs across 59 cell lines. Regression. Given two drug SMILES strings and cell line genomic features, predict the synergy score measuring deviation from expected non-interaction effect. (1) Drug 1: CC12CCC(CC1=CCC3C2CCC4(C3CC=C4C5=CN=CC=C5)C)O. Drug 2: CC(C1=C(C=CC(=C1Cl)F)Cl)OC2=C(N=CC(=C2)C3=CN(N=C3)C4CCNCC4)N. Cell line: CAKI-1. Synergy scores: CSS=24.5, Synergy_ZIP=-1.61, Synergy_Bliss=5.45, Synergy_Loewe=4.83, Synergy_HSA=7.19. (2) Drug 1: CC12CCC3C(C1CCC2O)C(CC4=C3C=CC(=C4)O)CCCCCCCCCS(=O)CCCC(C(F)(F)F)(F)F. Drug 2: CCN(CC)CCCC(C)NC1=C2C=C(C=CC2=NC3=C1C=CC(=C3)Cl)OC. Cell line: IGROV1. Synergy scores: CSS=-0.418, Synergy_ZIP=1.66, Synergy_Bliss=4.14, Synergy_Loewe=-1.91, Synergy_HSA=0.423. (3) Drug 1: CC1=C2C(C(=O)C3(C(CC4C(C3C(C(C2(C)C)(CC1OC(=O)C(C(C5=CC=CC=C5)NC(=O)OC(C)(C)C)O)O)OC(=O)C6=CC=CC=C6)(CO4)OC(=O)C)OC)C)OC. Drug 2: CCC1(C2=C(COC1=O)C(=O)N3CC4=CC5=C(C=CC(=C5CN(C)C)O)N=C4C3=C2)O.Cl. Cell line: HT29. Synergy scores: CSS=42.2, Synergy_ZIP=-3.56, Synergy_Bliss=-4.26, Synergy_Loewe=-14.3, Synergy_HSA=-2.67. (4) Drug 1: C1=NNC2=C1C(=O)NC=N2. Drug 2: CN(C(=O)NC(C=O)C(C(C(CO)O)O)O)N=O. Cell line: NCI-H226. Synergy scores: CSS=-0.822, Synergy_ZIP=1.40, Synergy_Bliss=2.24, Synergy_Loewe=-3.16, Synergy_HSA=-1.11. (5) Drug 1: CCC(=C(C1=CC=CC=C1)C2=CC=C(C=C2)OCCN(C)C)C3=CC=CC=C3.C(C(=O)O)C(CC(=O)O)(C(=O)O)O. Drug 2: C1=NC2=C(N=C(N=C2N1C3C(C(C(O3)CO)O)F)Cl)N. Cell line: SNB-75. Synergy scores: CSS=-1.75, Synergy_ZIP=0.210, Synergy_Bliss=-0.00137, Synergy_Loewe=-2.66, Synergy_HSA=-1.96. (6) Drug 1: CC1=C(C(CCC1)(C)C)C=CC(=CC=CC(=CC(=O)O)C)C. Drug 2: CCCCCOC(=O)NC1=NC(=O)N(C=C1F)C2C(C(C(O2)C)O)O. Cell line: SW-620. Synergy scores: CSS=-2.41, Synergy_ZIP=3.59, Synergy_Bliss=4.07, Synergy_Loewe=-2.67, Synergy_HSA=-2.77.